Dataset: Forward reaction prediction with 1.9M reactions from USPTO patents (1976-2016). Task: Predict the product of the given reaction. (1) Given the reactants [CH3:1][C:2]1[N:3]=[C:4]([NH2:7])[S:5][CH:6]=1.Cl[C:9]1[CH:14]=[C:13]([S:15][C:16]2[CH:21]=[CH:20][C:19]([Cl:22])=[CH:18][CH:17]=2)[CH:12]=[CH:11][N:10]=1.P([O-])([O-])([O-])=O.[K+].[K+].[K+].O, predict the reaction product. The product is: [Cl:22][C:19]1[CH:18]=[CH:17][C:16]([S:15][C:13]2[CH:12]=[CH:11][N:10]=[C:9]([NH:7][C:4]3[S:5][CH:6]=[C:2]([CH3:1])[N:3]=3)[CH:14]=2)=[CH:21][CH:20]=1. (2) The product is: [Cl:20][C:18]1[C:19]2[C:11]([CH2:10][CH:9]([OH:1])[CH3:49])=[CH:12][N:13]([C@@H:21]3[O:36][C@H:35]([CH2:37][O:38][CH2:39][C:40]4[CH:45]=[CH:44][C:43]([Cl:46])=[CH:42][C:41]=4[Cl:47])[C@@H:24]([O:25][CH2:26][C:27]4[CH:32]=[CH:31][C:30]([Cl:33])=[CH:29][C:28]=4[Cl:34])[C@@:22]3([CH3:48])[OH:23])[C:14]=2[N:15]=[CH:16][N:17]=1. Given the reactants [O:1]([CH:9]([CH3:49])[CH2:10][C:11]1[C:19]2[C:18]([Cl:20])=[N:17][CH:16]=[N:15][C:14]=2[N:13]([C@@H:21]2[O:36][C@H:35]([CH2:37][O:38][CH2:39][C:40]3[CH:45]=[CH:44][C:43]([Cl:46])=[CH:42][C:41]=3[Cl:47])[C@@H:24]([O:25][CH2:26][C:27]3[CH:32]=[CH:31][C:30]([Cl:33])=[CH:29][C:28]=3[Cl:34])[C@@:22]2([CH3:48])[OH:23])[CH:12]=1)[Si](C(C)(C)C)(C)C.[F-].C([N+](CCCC)(CCCC)CCCC)CCC.C(Cl)Cl.O, predict the reaction product. (3) The product is: [NH2:12][C:8]([C:5]1[CH:6]=[CH:7][C:2]([Cl:1])=[CH:3][CH:4]=1)([CH2:9][CH3:10])[C:17]#[N:18]. Given the reactants [Cl:1][C:2]1[CH:7]=[CH:6][C:5]([C:8](=O)[CH2:9][CH3:10])=[CH:4][CH:3]=1.[NH3:12].C[Si]([C:17]#[N:18])(C)C, predict the reaction product. (4) The product is: [N:31]1([C:2]([N:4]2[CH2:10][C:9]3[CH:11]=[C:12]([C:15]4[CH:16]=[CH:17][C:18]5[N:22]=[C:21]([CH3:39])[NH:20][C:19]=5[CH:30]=4)[CH:13]=[CH:14][C:8]=3[O:7][CH2:6][CH2:5]2)=[O:3])[CH2:37][CH2:36][CH2:35][CH2:34][CH2:33][CH2:32]1. Given the reactants Cl[C:2]([N:4]1[CH2:10][C:9]2[CH:11]=[C:12]([C:15]3[CH:16]=[CH:17][C:18]4[N:22]=[CH:21][N:20](C(OC(C)(C)C)=O)[C:19]=4[CH:30]=3)[CH:13]=[CH:14][C:8]=2[O:7][CH2:6][CH2:5]1)=[O:3].[NH:31]1[CH2:37][CH2:36][CH2:35][CH2:34][CH2:33][CH2:32]1.F[C:39](F)(F)C(O)=O, predict the reaction product. (5) The product is: [NH2:7][C@@H:10]([CH:26]([CH2:31][CH2:32][CH2:33][CH3:34])[CH2:27][CH2:28][CH2:29][CH3:30])[CH2:11][OH:12]. Given the reactants [H-].[H-].[H-].[H-].[Li+].[Al+3].[N:7]([C@@H:10]([CH:26]([CH2:31][CH2:32][CH2:33][CH3:34])[CH2:27][CH2:28][CH2:29][CH3:30])[C:11](N1[C@H](CC2C=CC=CC=2)COC1=O)=[O:12])=[N+]=[N-], predict the reaction product. (6) Given the reactants Br[C:2]1[C:10]2[N:9]3[CH2:11][CH2:12][NH:13][C:14](=[O:15])[C:8]3=[C:7]([CH3:16])[C:6]=2[CH:5]=[C:4]([C:17]#[N:18])[CH:3]=1.B(O)(O)[C:20]1[CH:21]=[CH:22][C:23]([CH3:26])=[CH:24][CH:25]=1, predict the reaction product. The product is: [CH3:16][C:7]1[C:6]2[CH:5]=[C:4]([C:17]#[N:18])[CH:3]=[C:2]([C:20]3[CH:25]=[CH:24][C:23]([CH3:26])=[CH:22][CH:21]=3)[C:10]=2[N:9]2[CH2:11][CH2:12][NH:13][C:14](=[O:15])[C:8]=12. (7) Given the reactants [C:1](Cl)(=[O:4])[CH:2]=[CH2:3].[Cl:6][C:7]1[C:8]([C:30]2[CH:31]=[N:32][N:33]3[CH:38]=[CH:37][CH:36]=[CH:35][C:34]=23)=[N:9][C:10]([NH:13][C:14]2[C:19]([O:20][CH3:21])=[CH:18][C:17]([N:22]3[CH2:25][CH:24]([N:26]([CH3:28])[CH3:27])[CH2:23]3)=[C:16]([NH2:29])[CH:15]=2)=[N:11][CH:12]=1.CCN(C(C)C)C(C)C, predict the reaction product. The product is: [Cl:6][C:7]1[C:8]([C:30]2[CH:31]=[N:32][N:33]3[CH:38]=[CH:37][CH:36]=[CH:35][C:34]=23)=[N:9][C:10]([NH:13][C:14]2[C:19]([O:20][CH3:21])=[CH:18][C:17]([N:22]3[CH2:25][CH:24]([N:26]([CH3:28])[CH3:27])[CH2:23]3)=[C:16]([NH:29][C:1](=[O:4])[CH:2]=[CH2:3])[CH:15]=2)=[N:11][CH:12]=1.